Dataset: Peptide-MHC class I binding affinity with 185,985 pairs from IEDB/IMGT. Task: Regression. Given a peptide amino acid sequence and an MHC pseudo amino acid sequence, predict their binding affinity value. This is MHC class I binding data. The peptide sequence is LYPTFYCLF. The MHC is HLA-B15:42 with pseudo-sequence HLA-B15:42. The binding affinity (normalized) is 0.213.